From a dataset of Catalyst prediction with 721,799 reactions and 888 catalyst types from USPTO. Predict which catalyst facilitates the given reaction. (1) Reactant: [CH2:1]([N:8]1[C@H:13]([CH3:14])[CH2:12][O:11][CH:10]([CH3:15])[C:9]1=O)[C:2]1[CH:7]=[CH:6][CH:5]=[CH:4][CH:3]=1.CO. Product: [CH2:1]([N:8]1[C@H:13]([CH3:14])[CH2:12][O:11][CH:10]([CH3:15])[CH2:9]1)[C:2]1[CH:3]=[CH:4][CH:5]=[CH:6][CH:7]=1. The catalyst class is: 7. (2) The catalyst class is: 3. Product: [C:1]1([CH:7]([N:11]2[C:16](=[S:17])[C:15]3[CH:18]=[N:19][NH:20][C:14]=3[N:13]=[CH:12]2)[C:8]([N:30]2[CH2:31][CH2:32][N:27]([C:22]3[CH:23]=[CH:24][CH:25]=[CH:26][N:21]=3)[CH2:28][CH2:29]2)=[O:10])[CH:2]=[CH:3][CH:4]=[CH:5][CH:6]=1. Reactant: [C:1]1([CH:7]([N:11]2[C:16](=[S:17])[C:15]3[CH:18]=[N:19][NH:20][C:14]=3[N:13]=[CH:12]2)[C:8]([OH:10])=O)[CH:6]=[CH:5][CH:4]=[CH:3][CH:2]=1.[N:21]1[CH:26]=[CH:25][CH:24]=[CH:23][C:22]=1[N:27]1[CH2:32][CH2:31][NH:30][CH2:29][CH2:28]1.CN1CCOCC1.CCOC(C)=O.